This data is from Catalyst prediction with 721,799 reactions and 888 catalyst types from USPTO. The task is: Predict which catalyst facilitates the given reaction. (1) Reactant: [C:1]([O:5][C:6]([N:8]1[CH2:13][CH2:12][N:11]([C:14]([O:16][CH2:17][C:18]2[CH:23]=[CH:22][CH:21]=[CH:20][CH:19]=2)=[O:15])[CH2:10][C@H:9]1[C:24](OCC)=[O:25])=[O:7])([CH3:4])([CH3:3])[CH3:2].[BH4-].[Li+].Cl.[Cl-].[Na+]. Product: [C:1]([O:5][C:6]([N:8]1[CH2:13][CH2:12][N:11]([C:14]([O:16][CH2:17][C:18]2[CH:19]=[CH:20][CH:21]=[CH:22][CH:23]=2)=[O:15])[CH2:10][C@H:9]1[CH2:24][OH:25])=[O:7])([CH3:4])([CH3:3])[CH3:2]. The catalyst class is: 370. (2) Reactant: O.[NH2:2][NH2:3].[Cl:4][C:5]1[CH:17]=[CH:16][C:8]([C:9]([CH2:11][C:12](OC)=[O:13])=O)=[CH:7][CH:6]=1. Product: [Cl:4][C:5]1[CH:17]=[CH:16][C:8]([C:9]2[NH:3][N:2]=[C:12]([OH:13])[CH:11]=2)=[CH:7][CH:6]=1. The catalyst class is: 8. (3) The catalyst class is: 1. Reactant: [S:1]1[CH:5]=[CH:4][CH:3]=[CH:2]1.C([Li])CCC.I[CH2:12][CH:13]([CH2:22][CH2:23][CH2:24][CH2:25][CH2:26][CH3:27])[CH2:14][CH2:15][CH2:16][CH2:17][CH2:18][CH2:19][CH2:20][CH3:21].O. Product: [CH2:22]([CH:13]([CH2:14][CH2:15][CH2:16][CH2:17][CH2:18][CH2:19][CH2:20][CH3:21])[CH2:12][C:2]1[S:1][CH:5]=[CH:4][CH:3]=1)[CH2:23][CH2:24][CH2:25][CH2:26][CH3:27]. (4) Reactant: Cl.[NH2:2][C@H:3]1[C@@H:8]2[CH2:9][C@@H:5]([CH2:6][CH2:7]2)[C@H:4]1[C:10]([O:12][CH3:13])=[O:11].C([O-])(=O)C.[Na+].[F:19][C:20]1[CH:27]=[CH:26][C:23]([CH:24]=O)=[CH:22][CH:21]=1.C([BH3-])#N.[Na+].C(=O)(O)[O-].[Na+]. Product: [F:19][C:20]1[CH:27]=[CH:26][C:23]([CH2:24][NH:2][C@H:3]2[C@@H:8]3[CH2:9][C@@H:5]([CH2:6][CH2:7]3)[C@H:4]2[C:10]([O:12][CH3:13])=[O:11])=[CH:22][CH:21]=1. The catalyst class is: 125. (5) Reactant: [N+:1]([C:4]1[CH:5]=[N:6][N:7]([CH:9]2[CH2:14][CH2:13][O:12][CH2:11][CH2:10]2)[CH:8]=1)([O-])=O.[H][H]. Product: [O:12]1[CH2:11][CH2:10][CH:9]([N:7]2[CH:8]=[C:4]([NH2:1])[CH:5]=[N:6]2)[CH2:14][CH2:13]1. The catalyst class is: 63. (6) Reactant: C([O:3][C:4](=[O:37])[C:5]([CH3:36])([O:7][C:8]1[CH:13]=[CH:12][C:11]([O:14][CH:15]([C:19]2[S:23][C:22]([C:24]3[CH:29]=[CH:28][C:27]([C:30]([F:33])([F:32])[F:31])=[CH:26][CH:25]=3)=[N:21][C:20]=2[CH3:34])[CH2:16][CH2:17][CH3:18])=[CH:10][C:9]=1[CH3:35])[CH3:6])C.[OH-].[Na+].Cl. Product: [CH3:6][C:5]([O:7][C:8]1[CH:13]=[CH:12][C:11]([O:14][CH:15]([C:19]2[S:23][C:22]([C:24]3[CH:25]=[CH:26][C:27]([C:30]([F:33])([F:31])[F:32])=[CH:28][CH:29]=3)=[N:21][C:20]=2[CH3:34])[CH2:16][CH2:17][CH3:18])=[CH:10][C:9]=1[CH3:35])([CH3:36])[C:4]([OH:37])=[O:3]. The catalyst class is: 219.